Dataset: Forward reaction prediction with 1.9M reactions from USPTO patents (1976-2016). Task: Predict the product of the given reaction. Given the reactants C[N:2]([CH3:24])/[CH:3]=[CH:4]/[C:5](=[C:19]([C:22]#[N:23])C#N)[C:6]1[CH:15]=[CH:14][C:13]2[C:8](=[CH:9][CH:10]=[C:11]([N:16]([CH3:18])[CH3:17])[CH:12]=2)[CH:7]=1.[ClH:25], predict the reaction product. The product is: [Cl:25][C:24]1[N:2]=[CH:3][CH:4]=[C:5]([C:6]2[CH:15]=[CH:14][C:13]3[C:8](=[CH:9][CH:10]=[C:11]([N:16]([CH3:17])[CH3:18])[CH:12]=3)[CH:7]=2)[C:19]=1[C:22]#[N:23].